This data is from Forward reaction prediction with 1.9M reactions from USPTO patents (1976-2016). The task is: Predict the product of the given reaction. (1) The product is: [C:24]1([C:22]([C:9]2[CH:10]=[N:11][C:12]3[C:17]([C:8]=2[C:4]2[CH:5]=[CH:6][CH:7]=[C:2]([O:1][CH2:31][C:32]4[CH:37]=[CH:36][N:35]=[CH:34][CH:33]=4)[CH:3]=2)=[CH:16][CH:15]=[CH:14][C:13]=3[C:18]([F:21])([F:19])[F:20])=[O:23])[CH:25]=[CH:26][CH:27]=[CH:28][CH:29]=1. Given the reactants [OH:1][C:2]1[CH:3]=[C:4]([C:8]2[C:17]3[C:12](=[C:13]([C:18]([F:21])([F:20])[F:19])[CH:14]=[CH:15][CH:16]=3)[N:11]=[CH:10][C:9]=2[C:22]([C:24]2[CH:29]=[CH:28][CH:27]=[CH:26][CH:25]=2)=[O:23])[CH:5]=[CH:6][CH:7]=1.Br[CH2:31][C:32]1[CH:37]=[CH:36][N:35]=[CH:34][CH:33]=1, predict the reaction product. (2) Given the reactants C[O:2][C:3]([C@@H:5]1[CH2:9][C@@H:8]([S:10]([C:13]2[CH:18]=[CH:17][CH:16]=[CH:15][C:14]=2[Cl:19])(=[O:12])=[O:11])[CH2:7][N:6]1[C:20]1[N:21]([CH:26]2[CH2:31][CH2:30][CH2:29][CH2:28][CH2:27]2)[N:22]=[C:23]([CH3:25])[CH:24]=1)=[O:4].[OH-].[Li+], predict the reaction product. The product is: [Cl:19][C:14]1[CH:15]=[CH:16][CH:17]=[CH:18][C:13]=1[S:10]([C@H:8]1[CH2:7][N:6]([C:20]2[N:21]([CH:26]3[CH2:31][CH2:30][CH2:29][CH2:28][CH2:27]3)[N:22]=[C:23]([CH3:25])[CH:24]=2)[C@H:5]([C:3]([OH:4])=[O:2])[CH2:9]1)(=[O:12])=[O:11]. (3) Given the reactants [CH:1]1([CH2:7][C:8]2[C:16]3[C:11](=[CH:12][CH:13]=[C:14]([O:17][C:18]4[C:25]([C:26]([F:29])([F:28])[F:27])=[CH:24][C:21]([CH:22]=[O:23])=[CH:20][C:19]=4[C:30]([F:33])([F:32])[F:31])[CH:15]=3)[NH:10][CH:9]=2)[CH2:6][CH2:5][CH2:4][CH2:3][CH2:2]1.[BH4-].[Na+], predict the reaction product. The product is: [CH:1]1([CH2:7][C:8]2[C:16]3[C:11](=[CH:12][CH:13]=[C:14]([O:17][C:18]4[C:19]([C:30]([F:31])([F:32])[F:33])=[CH:20][C:21]([CH2:22][OH:23])=[CH:24][C:25]=4[C:26]([F:29])([F:27])[F:28])[CH:15]=3)[NH:10][CH:9]=2)[CH2:6][CH2:5][CH2:4][CH2:3][CH2:2]1.